From a dataset of Catalyst prediction with 721,799 reactions and 888 catalyst types from USPTO. Predict which catalyst facilitates the given reaction. (1) Reactant: [CH:1]([C:4]1[C:13]2[O:12][CH2:11][CH2:10][O:9][C:8]=2[CH:7]=[CH:6][C:5]=1[O:14]C)([CH3:3])[CH3:2].B(Br)(Br)Br. Product: [CH:1]([C:4]1[C:13]2[O:12][CH2:11][CH2:10][O:9][C:8]=2[CH:7]=[CH:6][C:5]=1[OH:14])([CH3:3])[CH3:2]. The catalyst class is: 2. (2) Reactant: [H-].COCCO[Al+]OCCOC.[Na+].[H-].[CH2:15]([N:22]1[C:27]([CH2:29][OH:30])([CH3:28])[CH2:26][O:25][CH2:24][C:23]1=O)[C:16]1[CH:21]=[CH:20][CH:19]=[CH:18][CH:17]=1.C(O)C.[OH-].[Na+]. Product: [CH2:15]([N:22]1[CH2:23][CH2:24][O:25][CH2:26][C:27]1([CH2:29][OH:30])[CH3:28])[C:16]1[CH:17]=[CH:18][CH:19]=[CH:20][CH:21]=1. The catalyst class is: 11.